This data is from Reaction yield outcomes from USPTO patents with 853,638 reactions. The task is: Predict the reaction yield, written as a fraction of the theoretical maximum amount of product (1.0 means a 100% yield; for example, 0.34 means a 34% yield). The product is [OH:2][C:3]1[CH:4]=[CH:5][C:6]([N:9]2[C:15](=[O:16])[CH2:14][C:13](=[O:17])[NH:12][C:11]3[C:18]4[CH2:19][CH2:20][CH2:21][CH2:22][C:23]=4[CH:24]=[CH:25][C:10]2=3)=[CH:7][CH:8]=1. The yield is 0.640. The reactants are C[O:2][C:3]1[CH:8]=[CH:7][C:6]([N:9]2[C:15](=[O:16])[CH2:14][C:13](=[O:17])[NH:12][C:11]3[C:18]4[CH2:19][CH2:20][CH2:21][CH2:22][C:23]=4[CH:24]=[CH:25][C:10]2=3)=[CH:5][CH:4]=1.[B]. The catalyst is ClCCl.